From a dataset of Forward reaction prediction with 1.9M reactions from USPTO patents (1976-2016). Predict the product of the given reaction. (1) Given the reactants [CH2:1]([NH:8][C:9](=[O:21])[CH:10]([OH:20])[C:11]1[CH:16]=[CH:15][C:14]([OH:17])=[C:13]([O:18][CH3:19])[CH:12]=1)[CH2:2][CH2:3][CH2:4][CH2:5][CH2:6][CH3:7], predict the reaction product. The product is: [CH2:1]([NH:8][C:9](=[O:21])[C:10]([C:11]1[CH:16]=[CH:15][C:14]([OH:17])=[C:13]([O:18][CH3:19])[CH:12]=1)=[O:20])[CH2:2][CH2:3][CH2:4][CH2:5][CH2:6][CH3:7]. (2) Given the reactants [CH3:1][C@H:2]1[CH2:8][NH:7][CH2:6][C:5]2[CH:9]=[CH:10][C:11]([C:13]([O:15][CH3:16])=[O:14])=[CH:12][C:4]=2[O:3]1.CCN(CC)CC.[CH3:24][O:25][C:26]1[CH:31]=[CH:30][C:29]([S:32](Cl)(=[O:34])=[O:33])=[CH:28][CH:27]=1, predict the reaction product. The product is: [CH3:24][O:25][C:26]1[CH:27]=[CH:28][C:29]([S:32]([N:7]2[CH2:6][C:5]3[CH:9]=[CH:10][C:11]([C:13]([O:15][CH3:16])=[O:14])=[CH:12][C:4]=3[O:3][C@@H:2]([CH3:1])[CH2:8]2)(=[O:34])=[O:33])=[CH:30][CH:31]=1.